From a dataset of Reaction yield outcomes from USPTO patents with 853,638 reactions. Predict the reaction yield, written as a fraction of the theoretical maximum amount of product (1.0 means a 100% yield; for example, 0.34 means a 34% yield). (1) The reactants are [NH2:1][C:2]1[CH:7]=[CH:6][C:5]([CH2:8][C:9]([O:11][CH2:12][CH3:13])=[O:10])=[CH:4][CH:3]=1.[C:14]1([C:26](O)=[O:27])[C:24]2=[C:25]3[C:20](=[CH:21][CH:22]=[CH:23]2)[CH2:19][CH2:18][CH2:17][N:16]3[CH:15]=1. No catalyst specified. The product is [CH2:12]([O:11][C:9](=[O:10])[CH2:8][C:5]1[CH:4]=[CH:3][C:2]([NH:1][C:26]([C:14]2[C:24]3=[C:25]4[C:20](=[CH:21][CH:22]=[CH:23]3)[CH2:19][CH2:18][CH2:17][N:16]4[CH:15]=2)=[O:27])=[CH:7][CH:6]=1)[CH3:13]. The yield is 0.550. (2) The reactants are [N:1]1[CH:6]=[CH:5][C:4]([CH:7]=[O:8])=[CH:3][CH:2]=1.[OH-].[K+].[N+:11]([CH2:13][C:14]([N:16]1[CH2:20][CH2:19][CH2:18][CH2:17]1)=[O:15])#[C-:12]. The catalyst is CO. The product is [N:1]1[CH:6]=[CH:5][C:4]([C@@H:7]2[O:8][CH:12]=[N:11][C@H:13]2[C:14]([N:16]2[CH2:20][CH2:19][CH2:18][CH2:17]2)=[O:15])=[CH:3][CH:2]=1. The yield is 0.980. (3) The yield is 0.740. The reactants are [H-].[Al+3].[Li+].[H-].[H-].[H-].[Br:7][C:8]1[C:17]([C:18](OC)=[O:19])=[C:16]2[C:11]([NH:12][C:13]([CH3:24])([CH3:23])[C:14](=[O:22])[NH:15]2)=[CH:10][CH:9]=1.C(OCC)(=O)C.Cl. The product is [Br:7][C:8]1[C:17]([CH2:18][OH:19])=[C:16]2[C:11]([NH:12][C:13]([CH3:24])([CH3:23])[C:14](=[O:22])[NH:15]2)=[CH:10][CH:9]=1. The catalyst is O1CCCC1.O. (4) The catalyst is [Os](=O)(=O)(=O)=O.C(O)(C)(C)C. The product is [OH:58][CH2:50][C@@:37]1([OH:5])[C@@H:36]([CH2:35][O:34][C:15]([C:28]2[CH:33]=[CH:32][CH:31]=[CH:30][CH:29]=2)([C:22]2[CH:23]=[CH:24][CH:25]=[CH:26][CH:27]=2)[C:16]2[CH:21]=[CH:20][CH:19]=[CH:18][CH:17]=2)[O:40][C@@H:39]([N:41]2[CH:49]=[C:47]([CH3:48])[C:45](=[O:46])[NH:44][C:42]2=[O:43])[CH2:38]1. The reactants are C[N+]1([O-])CC[O:5]CC1.N1C=CC=CC=1.[C:15]([O:34][CH2:35][C@H:36]1[O:40][C@@H:39]([N:41]2[CH:49]=[C:47]([CH3:48])[C:45](=[O:46])[NH:44][C:42]2=[O:43])[CH2:38][C:37]1=[CH2:50])([C:28]1[CH:33]=[CH:32][CH:31]=[CH:30][CH:29]=1)([C:22]1[CH:27]=[CH:26][CH:25]=[CH:24][CH:23]=1)[C:16]1[CH:21]=[CH:20][CH:19]=[CH:18][CH:17]=1.S([O-])([O-])(=O)=S.[Na+].[Na+].[OH2:58]. The yield is 0.650. (5) The reactants are [H-].[Na+].[CH3:3][C:4]1[CH:9]=[CH:8][C:7]([S:10]([O:13][C:14]2[C:23]3[C:18](=[CH:19][CH:20]=[CH:21][CH:22]=3)[C:17](=[O:24])[NH:16][N:15]=2)(=[O:12])=[O:11])=[CH:6][CH:5]=1.Br[CH2:26][C:27]([N:29]([CH2:38][CH3:39])[C:30]1[CH:35]=[CH:34][C:33]([CH2:36][CH3:37])=[CH:32][CH:31]=1)=[O:28].[Na+].[I-]. The catalyst is CN(C=O)C. The product is [CH3:3][C:4]1[CH:9]=[CH:8][C:7]([S:10]([O:13][C:14]2[C:23]3[C:18](=[CH:19][CH:20]=[CH:21][CH:22]=3)[C:17](=[O:24])[N:16]([CH2:26][C:27]([N:29]([CH2:38][CH3:39])[C:30]3[CH:35]=[CH:34][C:33]([CH2:36][CH3:37])=[CH:32][CH:31]=3)=[O:28])[N:15]=2)(=[O:12])=[O:11])=[CH:6][CH:5]=1. The yield is 0.480. (6) The reactants are Br[C:2]1[N:3]=[CH:4][C:5]([O:32][CH3:33])=[C:6]2[C:10]([C:11](=[O:31])[C:12]([N:14]3[CH2:19][CH2:18][N:17]([C:20]4[N:24]([C:25]5[CH:30]=[CH:29][CH:28]=[CH:27][N:26]=5)[N:23]=[N:22][N:21]=4)[CH2:16][CH2:15]3)=[O:13])=[CH:9][NH:8][C:7]=12.[CH3:34][C:35]1[C:39](B2OC(C)(C)C(C)(C)O2)=[C:38]([CH3:49])[O:37][N:36]=1.ClCCl.C(=O)([O-])[O-].[Cs+].[Cs+]. The catalyst is O1CCOCC1.O.CO. The product is [CH3:34][C:35]1[C:39]([C:2]2[N:3]=[CH:4][C:5]([O:32][CH3:33])=[C:6]3[C:10]([C:11](=[O:31])[C:12]([N:14]4[CH2:19][CH2:18][N:17]([C:20]5[N:24]([C:25]6[CH:30]=[CH:29][CH:28]=[CH:27][N:26]=6)[N:23]=[N:22][N:21]=5)[CH2:16][CH2:15]4)=[O:13])=[CH:9][NH:8][C:7]=23)=[C:38]([CH3:49])[O:37][N:36]=1. The yield is 0.543.